This data is from Peptide-MHC class I binding affinity with 185,985 pairs from IEDB/IMGT. The task is: Regression. Given a peptide amino acid sequence and an MHC pseudo amino acid sequence, predict their binding affinity value. This is MHC class I binding data. (1) The peptide sequence is IYWLIFWRF. The MHC is HLA-A26:01 with pseudo-sequence HLA-A26:01. The binding affinity (normalized) is 0.0847. (2) The peptide sequence is VTIPQIGGM. The MHC is HLA-A30:01 with pseudo-sequence HLA-A30:01. The binding affinity (normalized) is 0.0847. (3) The peptide sequence is FQMGGIGPM. The MHC is HLA-B45:06 with pseudo-sequence HLA-B45:06. The binding affinity (normalized) is 0.213. (4) The peptide sequence is YIKIFIMIV. The MHC is HLA-A02:16 with pseudo-sequence HLA-A02:16. The binding affinity (normalized) is 0.0847.